Dataset: Forward reaction prediction with 1.9M reactions from USPTO patents (1976-2016). Task: Predict the product of the given reaction. The product is: [CH2:3]([N:10]1[CH2:11][CH2:12][C:13]([N:16]([CH3:17])[C:25](=[O:26])[O:27][CH3:28])([C:18]2[CH:19]=[N:20][CH:21]=[CH:22][CH:23]=2)[CH2:14][CH2:15]1)[C:4]1[CH:9]=[CH:8][CH:7]=[CH:6][CH:5]=1. Given the reactants [H-].[Na+].[CH2:3]([N:10]1[CH2:15][CH2:14][C:13]([C:18]2[CH:19]=[N:20][CH:21]=[CH:22][CH:23]=2)([NH:16][CH3:17])[CH2:12][CH2:11]1)[C:4]1[CH:9]=[CH:8][CH:7]=[CH:6][CH:5]=1.Cl[C:25]([O:27][CH3:28])=[O:26], predict the reaction product.